This data is from Catalyst prediction with 721,799 reactions and 888 catalyst types from USPTO. The task is: Predict which catalyst facilitates the given reaction. (1) Reactant: Br[C:2]1[CH:3]=[N:4][C:5]2[C:10]([CH:11]=1)=[CH:9][CH:8]=[CH:7][CH:6]=2.[Li]CCCC.[C:17]([O:21][C:22](=[O:34])[NH:23][CH2:24][CH2:25][CH2:26][CH2:27][C:28](=[O:33])N(OC)C)([CH3:20])([CH3:19])[CH3:18]. Product: [C:17]([O:21][C:22](=[O:34])[NH:23][CH2:24][CH2:25][CH2:26][CH2:27][C:28](=[O:33])[C:2]1[CH:3]=[N:4][C:5]2[C:10]([CH:11]=1)=[CH:9][CH:8]=[CH:7][CH:6]=2)([CH3:20])([CH3:18])[CH3:19]. The catalyst class is: 27. (2) Reactant: C([N:8]1[CH2:13][CH2:12][O:11][CH:10]([C:14]([C:25]2[CH:30]=[CH:29][CH:28]=[CH:27][CH:26]=2)([OH:24])[CH2:15][C:16]2[C:21]([Cl:22])=[CH:20][CH:19]=[CH:18][C:17]=2[Cl:23])[CH2:9]1)C1C=CC=CC=1.C([O-])=O.[NH4+]. Product: [ClH:22].[Cl:22][C:21]1[CH:20]=[CH:19][CH:18]=[C:17]([Cl:23])[C:16]=1[CH2:15][C:14]([CH:10]1[O:11][CH2:12][CH2:13][NH:8][CH2:9]1)([C:25]1[CH:30]=[CH:29][CH:28]=[CH:27][CH:26]=1)[OH:24]. The catalyst class is: 78. (3) Reactant: [NH2:1][C:2]1[CH:14]=[CH:13][C:5]([CH2:6][NH:7][S:8]([CH2:11][CH3:12])(=[O:10])=[O:9])=[CH:4][CH:3]=1.N1C=CC=CC=1.Cl[C:22]([O:24][C:25]1[CH:30]=[CH:29][CH:28]=[CH:27][CH:26]=1)=[O:23]. Product: [CH2:11]([S:8]([NH:7][CH2:6][C:5]1[CH:13]=[CH:14][C:2]([NH:1][C:22](=[O:23])[O:24][C:25]2[CH:30]=[CH:29][CH:28]=[CH:27][CH:26]=2)=[CH:3][CH:4]=1)(=[O:10])=[O:9])[CH3:12]. The catalyst class is: 783. (4) Reactant: [O:1]=[C:2]1[CH:7]([C:8]2[CH:13]=[CH:12][CH:11]=[CH:10][CH:9]=2)[CH2:6][CH2:5][CH2:4][N:3]1[CH2:14][C:15]([OH:17])=O.Br.[F:19][C:20]([F:31])([F:30])[C:21]1[CH:22]=[C:23]2[C:27](=[CH:28][CH:29]=1)[CH2:26][NH:25][CH2:24]2.C(N=C=NCCCN(C)C)C. Product: [O:17]=[C:15]([N:25]1[CH2:24][C:23]2[C:27](=[CH:28][CH:29]=[C:21]([C:20]([F:19])([F:31])[F:30])[CH:22]=2)[CH2:26]1)[CH2:14][N:3]1[CH2:4][CH2:5][CH2:6][CH:7]([C:8]2[CH:9]=[CH:10][CH:11]=[CH:12][CH:13]=2)[C:2]1=[O:1]. The catalyst class is: 4. (5) Reactant: [CH2:1]([P:3]([CH2:6][CH2:7][OH:8])(=[O:5])[OH:4])[CH3:2].[OH-:9].[Na+].C.OO. Product: [CH2:1]([P:3]([OH:4])([CH2:6][C:7]([OH:9])=[O:8])=[O:5])[CH3:2]. The catalyst class is: 522. (6) The catalyst class is: 1. Product: [C:38]([O:37][C:36]([NH:35][CH2:34][CH2:33][CH2:32][CH2:31][CH2:30][CH2:29][CH2:28][CH2:27][NH:26][C:2]1[N:7]=[C:6]([O:8][CH2:9][C:10]([F:13])([F:12])[F:11])[N:5]=[C:4]([NH:14][C:15]2[CH:24]=[CH:23][C:18]([C:19]([O:21][CH3:22])=[O:20])=[CH:17][CH:16]=2)[N:3]=1)=[O:42])([CH3:41])([CH3:40])[CH3:39]. Reactant: Cl[C:2]1[N:7]=[C:6]([O:8][CH2:9][C:10]([F:13])([F:12])[F:11])[N:5]=[C:4]([NH:14][C:15]2[CH:24]=[CH:23][C:18]([C:19]([O:21][CH3:22])=[O:20])=[CH:17][CH:16]=2)[N:3]=1.Cl.[NH2:26][CH2:27][CH2:28][CH2:29][CH2:30][CH2:31][CH2:32][CH2:33][CH2:34][NH:35][C:36](=[O:42])[O:37][C:38]([CH3:41])([CH3:40])[CH3:39].CCN(C(C)C)C(C)C. (7) Reactant: [CH3:1][C:2]1[N:3]=[C:4]2[C:13]3[NH:12][CH:11]([C:14]4[CH:18]=[CH:17][S:16][CH:15]=4)[CH2:10][C:9](=[O:19])[C:8]=3[CH:7]=[CH:6][N:5]2[C:20]=1[CH3:21].[BH4-].[Na+].[Cl-].[NH4+]. Product: [OH:19][CH:9]1[C:8]2[CH:7]=[CH:6][N:5]3[C:20]([CH3:21])=[C:2]([CH3:1])[N:3]=[C:4]3[C:13]=2[NH:12][CH:11]([C:14]2[CH:18]=[CH:17][S:16][CH:15]=2)[CH2:10]1. The catalyst class is: 5.